Dataset: Forward reaction prediction with 1.9M reactions from USPTO patents (1976-2016). Task: Predict the product of the given reaction. (1) The product is: [C:1]([O:5][C:6](=[O:26])[NH:7][C:8]1[CH:9]=[C:10]2[CH:16]=[C:15]([CH:60]([OH:61])[CH2:59][CH:56]3[CH2:57][CH2:58][O:53][CH2:54][CH2:55]3)[N:14]([S:17]([C:20]3[CH:25]=[CH:24][CH:23]=[CH:22][CH:21]=3)(=[O:19])=[O:18])[C:11]2=[N:12][CH:13]=1)([CH3:4])([CH3:2])[CH3:3]. Given the reactants [C:1]([O:5][C:6](=[O:26])[NH:7][C:8]1[CH:9]=[C:10]2[CH:16]=[CH:15][N:14]([S:17]([C:20]3[CH:25]=[CH:24][CH:23]=[CH:22][CH:21]=3)(=[O:19])=[O:18])[C:11]2=[N:12][CH:13]=1)([CH3:4])([CH3:3])[CH3:2].C([N-]C(C)C)(C)C.[Li+].C([Li])CCC.CCCCCC.C(NC(C)C)(C)C.[O:53]1[CH2:58][CH2:57][CH:56]([CH2:59][CH:60]=[O:61])[CH2:55][CH2:54]1, predict the reaction product. (2) Given the reactants [CH3:1][N:2]1[C:10]2[C:5](=[N:6][C:7]([C@@H:17]([NH:19]C(=O)OC(C)(C)C)[CH3:18])=[C:8]([CH:11]3[CH2:16][CH2:15][O:14][CH2:13][CH2:12]3)[CH:9]=2)[CH:4]=[CH:3]1.[ClH:27], predict the reaction product. The product is: [ClH:27].[CH3:1][N:2]1[C:10]2[C:5](=[N:6][C:7]([C@@H:17]([NH2:19])[CH3:18])=[C:8]([CH:11]3[CH2:16][CH2:15][O:14][CH2:13][CH2:12]3)[CH:9]=2)[CH:4]=[CH:3]1. (3) Given the reactants [H-].[Na+].[N:3]1[N:4]=[CH:5][N:6]([NH:8][C:9]2[CH:14]=[C:13]([C:15]3[CH:20]=[CH:19][CH:18]=[CH:17][CH:16]=3)[C:12]([C:21]#[N:22])=[CH:11][CH:10]=2)[CH:7]=1.Br[CH2:24][CH2:25][C:26]1[C:42]([F:43])=[CH:41][C:29]([O:30][Si](C(C)C)(C(C)C)C(C)C)=[CH:28][C:27]=1[F:44].CCCC[N+](CCCC)(CCCC)CCCC.[F-], predict the reaction product. The product is: [F:43][C:42]1[CH:41]=[C:29]([OH:30])[CH:28]=[C:27]([F:44])[C:26]=1[CH2:25][CH2:24][N:8]([N:6]1[CH:5]=[N:4][N:3]=[CH:7]1)[C:9]1[CH:14]=[C:13]([C:15]2[CH:20]=[CH:19][CH:18]=[CH:17][CH:16]=2)[C:12]([C:21]#[N:22])=[CH:11][CH:10]=1. (4) Given the reactants [CH:1]([N:14]1[CH2:19][CH2:18][N:17]([NH:20][C:21]([CH:23]2[CH2:28][NH:27][CH2:26][CH2:25][N:24]2[S:29]([C:32]2[CH:37]=[CH:36][C:35]([O:38][CH3:39])=[C:34]([O:40][CH3:41])[CH:33]=2)(=[O:31])=[O:30])=[O:22])[CH2:16][CH2:15]1)([C:8]1[CH:13]=[CH:12][CH:11]=[CH:10][CH:9]=1)[C:2]1[CH:7]=[CH:6][CH:5]=[CH:4][CH:3]=1.C(N(CC)CC)C.[C:49]1([C:55]2[CH:63]=[CH:62][C:58]([C:59](Cl)=[O:60])=[CH:57][CH:56]=2)[CH:54]=[CH:53][CH:52]=[CH:51][CH:50]=1, predict the reaction product. The product is: [CH:1]([N:14]1[CH2:19][CH2:18][N:17]([NH:20][C:21]([CH:23]2[CH2:28][N:27]([C:59](=[O:60])[C:58]3[CH:62]=[CH:63][C:55]([C:49]4[CH:54]=[CH:53][CH:52]=[CH:51][CH:50]=4)=[CH:56][CH:57]=3)[CH2:26][CH2:25][N:24]2[S:29]([C:32]2[CH:37]=[CH:36][C:35]([O:38][CH3:39])=[C:34]([O:40][CH3:41])[CH:33]=2)(=[O:31])=[O:30])=[O:22])[CH2:16][CH2:15]1)([C:2]1[CH:7]=[CH:6][CH:5]=[CH:4][CH:3]=1)[C:8]1[CH:13]=[CH:12][CH:11]=[CH:10][CH:9]=1. (5) Given the reactants C[O:2][C:3](=O)[CH:4]=[C:5]([C:10]1[CH:15]=[C:14]([C:16]([CH3:19])([CH3:18])[CH3:17])[CH:13]=[C:12]([C:20]([CH3:23])([CH3:22])[CH3:21])[C:11]=1[O:24][CH2:25][CH3:26])[C:6]([F:9])([F:8])[F:7].[H-].C([Al+]CC(C)C)C(C)C, predict the reaction product. The product is: [F:7][C:6]([F:8])([F:9])[C:5]([C:10]1[CH:15]=[C:14]([C:16]([CH3:18])([CH3:17])[CH3:19])[CH:13]=[C:12]([C:20]([CH3:22])([CH3:21])[CH3:23])[C:11]=1[O:24][CH2:25][CH3:26])=[CH:4][CH2:3][OH:2]. (6) Given the reactants [CH3:1][O:2][C:3]1[CH:4]=[C:5]([CH:31]=[CH:32][C:33]=1[O:34][CH3:35])[CH2:6][CH:7]1[C:16]2[C:11](=[CH:12][C:13]([O:18][CH3:19])=[C:14]([OH:17])[CH:15]=2)[CH2:10][CH2:9][N:8]1[CH2:20][C:21]([NH:23][CH2:24][C:25]1[CH:30]=[CH:29][CH:28]=[CH:27][CH:26]=1)=[O:22].[CH2:36](Br)[CH2:37][CH3:38], predict the reaction product. The product is: [CH3:1][O:2][C:3]1[CH:4]=[C:5]([CH:31]=[CH:32][C:33]=1[O:34][CH3:35])[CH2:6][CH:7]1[C:16]2[C:11](=[CH:12][C:13]([O:18][CH3:19])=[C:14]([O:17][CH2:36][CH2:37][CH3:38])[CH:15]=2)[CH2:10][CH2:9][N:8]1[CH2:20][C:21]([NH:23][CH2:24][C:25]1[CH:30]=[CH:29][CH:28]=[CH:27][CH:26]=1)=[O:22]. (7) Given the reactants Br[C:2]1[CH:3]=[C:4]2[C:9](=[CH:10][CH:11]=1)[N:8]=[CH:7][C:6]([C:12]([CH:14]1[CH2:16][CH2:15]1)=[O:13])=[C:5]2[NH:17][C:18]1[CH:19]=[CH:20][C:21]([N:24]2[CH2:29][CH2:28][CH2:27][C@H:26]([NH:30]C(=O)OC(C)(C)C)[CH2:25]2)=[N:22][CH:23]=1.[Cl:38][C:39]1[CH:44]=[C:43](B2OC(C)(C)C(C)(C)O2)[CH:42]=[C:41]([O:54][CH3:55])[C:40]=1[OH:56], predict the reaction product. The product is: [NH2:30][C@H:26]1[CH2:27][CH2:28][CH2:29][N:24]([C:21]2[N:22]=[CH:23][C:18]([NH:17][C:5]3[C:4]4[C:9](=[CH:10][CH:11]=[C:2]([C:43]5[CH:42]=[C:41]([O:54][CH3:55])[C:40]([OH:56])=[C:39]([Cl:38])[CH:44]=5)[CH:3]=4)[N:8]=[CH:7][C:6]=3[C:12]([CH:14]3[CH2:15][CH2:16]3)=[O:13])=[CH:19][CH:20]=2)[CH2:25]1. (8) Given the reactants COC1C=CC(C[NH:8][C:9]2N=CN=[C:11]([O:15][C:16]3[CH:21]=[CH:20][C:19]([NH:22][C:23]([NH:25][C:26](=[O:35])[CH2:27][C:28]4[CH:33]=[CH:32][C:31]([F:34])=[CH:30][CH:29]=4)=[O:24])=[CH:18][C:17]=3[F:36])[CH:10]=2)=CC=1.NC1C=CC(OC2C=CN=[C:47]([C:51]([NH2:53])=[O:52])[CH:46]=2)=C(F)C=1, predict the reaction product. The product is: [C:51]([C:47]1[CH:46]=[C:11]([O:15][C:16]2[CH:21]=[CH:20][C:19]([NH:22][C:23]([NH:25][C:26](=[O:35])[CH2:27][C:28]3[CH:33]=[CH:32][C:31]([F:34])=[CH:30][CH:29]=3)=[O:24])=[CH:18][C:17]=2[F:36])[CH:10]=[CH:9][N:8]=1)(=[O:52])[NH2:53]. (9) Given the reactants [C:1]([C:3]1[CH:4]=[N:5][CH:6]=[C:7]([O:9][CH3:10])[CH:8]=1)#[CH:2].Br[C:12]1[CH:17]=[CH:16][C:15]([F:18])=[C:14]([N+:19]([O-:21])=[O:20])[CH:13]=1, predict the reaction product. The product is: [F:18][C:15]1[CH:16]=[CH:17][C:12]([C:2]#[C:1][C:3]2[CH:4]=[N:5][CH:6]=[C:7]([O:9][CH3:10])[CH:8]=2)=[CH:13][C:14]=1[N+:19]([O-:21])=[O:20]. (10) Given the reactants [CH3:1][N:2]([CH3:43])[CH2:3][CH2:4][NH:5][C:6]([C@@H:8]([NH:20][C:21]([C:23]1[CH:42]=[CH:41][C:26]2[N:27]([CH:35]3[CH2:40][CH2:39][CH2:38][CH2:37][CH2:36]3)[C:28]([C:30]3[CH:34]=[CH:33][O:32][CH:31]=3)=[N:29][C:25]=2[CH:24]=1)=[O:22])[CH2:9][C:10]1[C:18]2[C:13](=[CH:14][CH:15]=[C:16]([OH:19])[CH:17]=2)[NH:12][CH:11]=1)=[O:7].N[CH2:45][CH2:46]N1CCCC1, predict the reaction product. The product is: [OH:19][C:16]1[CH:17]=[C:18]2[C:13](=[CH:14][CH:15]=1)[NH:12][CH:11]=[C:10]2[CH2:9][C@H:8]([NH:20][C:21]([C:23]1[CH:42]=[CH:41][C:26]2[N:27]([CH:35]3[CH2:36][CH2:37][CH2:38][CH2:39][CH2:40]3)[C:28]([C:30]3[CH:34]=[CH:33][O:32][CH:31]=3)=[N:29][C:25]=2[CH:24]=1)=[O:22])[C:6](=[O:7])[NH:5][CH2:4][CH2:3][N:2]1[CH2:1][CH2:46][CH2:45][CH2:43]1.